Dataset: Forward reaction prediction with 1.9M reactions from USPTO patents (1976-2016). Task: Predict the product of the given reaction. Given the reactants [Cl:1][C:2]1[CH:17]=[C:16]([N+:18]([O-:20])=[O:19])[CH:15]=[CH:14][C:3]=1[O:4][C:5]1[CH:13]=[CH:12][CH:11]=[C:10]2[C:6]=1[CH:7]=[CH:8][NH:9]2.C([BH3-])#N.[Na+].[C:25]([OH:28])(=[O:27])C, predict the reaction product. The product is: [Cl:1][C:2]1[CH:17]=[C:16]([N+:18]([O-:20])=[O:19])[CH:15]=[CH:14][C:3]=1[O:4][C:5]1[CH:13]=[CH:12][CH:11]=[C:10]2[C:6]=1[CH2:7][CH2:8][N:9]2[C:25]([O:28][C:6]([CH3:10])([CH3:7])[CH3:5])=[O:27].